Dataset: Forward reaction prediction with 1.9M reactions from USPTO patents (1976-2016). Task: Predict the product of the given reaction. (1) Given the reactants [Br:1][C:2]1[CH:3]=[C:4]2[CH:10]=[CH:9][NH:8][C:5]2=[N:6][CH:7]=1.[Cl-].[Al+3].[Cl-].[Cl-].[C:15](Cl)(=[O:17])[CH3:16].CO, predict the reaction product. The product is: [Br:1][C:2]1[CH:3]=[C:4]2[C:10]([C:15](=[O:17])[CH3:16])=[CH:9][NH:8][C:5]2=[N:6][CH:7]=1. (2) Given the reactants [CH3:1][C:2]([CH2:17][CH2:18][CH2:19][CH:20]([CH3:32])[CH2:21][CH2:22][CH2:23][CH:24]([CH3:31])[CH2:25][CH2:26][CH2:27][CH:28]([CH3:30])[CH3:29])=[CH:3][CH2:4][CH2:5][C:6]([O:8][CH2:9][C:10]([CH2:15][OH:16])([CH2:13][OH:14])[CH2:11][OH:12])=[O:7], predict the reaction product. The product is: [CH3:1][C:2]([CH2:17][CH2:18][CH2:19][CH:20]([CH3:32])[CH2:21][CH2:22][CH2:23][CH:24]([CH3:31])[CH2:25][CH2:26][CH2:27][CH:28]([CH3:30])[CH3:29])=[CH:3][CH2:4][CH2:5][C:6]([O:8][CH2:9][C:10]([CH2:13][OH:14])([CH2:11][OH:12])[CH2:15][OH:16])=[O:7].[OH2:7]. (3) Given the reactants CO[C:3](=[O:36])[CH2:4][CH2:5][CH2:6][CH2:7][CH2:8][O:9][C:10]1[CH:11]=[CH:12][C:13]2[N:17]=[C:16]([S:18]([CH2:21][C:22]3[CH:27]=[CH:26][CH:25]=[CH:24][CH:23]=3)(=[O:20])=[O:19])[N:15]([C:28]3[CH:33]=[CH:32][C:31]([CH3:34])=[CH:30][CH:29]=3)[C:14]=2[CH:35]=1.[CH3:37][O:38][CH2:39][CH2:40][CH2:41][NH2:42], predict the reaction product. The product is: [CH3:37][O:38][CH2:39][CH2:40][CH2:41][NH:42][C:3](=[O:36])[CH2:4][CH2:5][CH2:6][CH2:7][CH2:8][O:9][C:10]1[CH:11]=[CH:12][C:13]2[N:17]=[C:16]([S:18]([CH2:21][C:22]3[CH:23]=[CH:24][CH:25]=[CH:26][CH:27]=3)(=[O:19])=[O:20])[N:15]([C:28]3[CH:29]=[CH:30][C:31]([CH3:34])=[CH:32][CH:33]=3)[C:14]=2[CH:35]=1. (4) Given the reactants Br[CH2:2][C:3]1[N:4]([CH3:28])[C:5]2[C:10]([N:11]=1)=[C:9]([N:12]1[CH2:17][CH2:16][O:15][CH2:14][CH2:13]1)[N:8]=[C:7]([N:18]1[C:22]3[CH:23]=[CH:24][CH:25]=[CH:26][C:21]=3[N:20]=[C:19]1[CH3:27])[N:6]=2.[CH3:29][NH:30][CH2:31][CH:32]([CH3:34])[CH3:33], predict the reaction product. The product is: [CH3:29][N:30]([CH2:2][C:3]1[N:4]([CH3:28])[C:5]2[C:10]([N:11]=1)=[C:9]([N:12]1[CH2:17][CH2:16][O:15][CH2:14][CH2:13]1)[N:8]=[C:7]([N:18]1[C:22]3[CH:23]=[CH:24][CH:25]=[CH:26][C:21]=3[N:20]=[C:19]1[CH3:27])[N:6]=2)[CH2:31][CH:32]([CH3:34])[CH3:33]. (5) Given the reactants C(=O)([O-])[O-].[K+].[K+].[O:7]1[CH:11]=[CH:10][C:9]([C:12]2[C:13]([O:38][CH3:39])=[C:14]([C:19]([CH2:22][S:23]([C:32]3[CH:37]=[CH:36][CH:35]=[CH:34][CH:33]=3)(=[N:25][C:26](=[O:31])C(F)(F)F)=[O:24])=[CH:20][CH:21]=2)C(OC)=O)=[CH:8]1, predict the reaction product. The product is: [O:7]1[CH:11]=[CH:10][C:9]([C:12]2[CH:21]=[CH:20][C:19]3[CH2:22][S:23](=[O:24])([C:32]4[CH:37]=[CH:36][CH:35]=[CH:34][CH:33]=4)=[N:25][C:26](=[O:31])[C:14]=3[C:13]=2[O:38][CH3:39])=[CH:8]1.